Dataset: Full USPTO retrosynthesis dataset with 1.9M reactions from patents (1976-2016). Task: Predict the reactants needed to synthesize the given product. (1) Given the product [OH:1][C@@H:2]1[C@H:18]2[C@@H:9]([CH2:10][CH2:11][C:12]3[C@:17]2([CH3:19])[CH2:16][CH2:15][C:14](=[O:20])[CH:13]=3)[C@H:8]2[C@@:4]([CH3:26])([C@@:5]([OH:25])([C:21]([OH:28])=[O:24])[CH2:6][CH2:7]2)[CH2:3]1, predict the reactants needed to synthesize it. The reactants are: [OH:1][C@@H:2]1[C@H:18]2[C@@H:9]([CH2:10][CH2:11][C:12]3[C@:17]2([CH3:19])[CH2:16][CH2:15][C:14](=[O:20])[CH:13]=3)[C@H:8]2[C@@:4]([CH3:26])([C@@:5]([OH:25])([C:21](=[O:24])CO)[CH2:6][CH2:7]2)[CH2:3]1.I(O)(O)(O)(O)(O)=[O:28]. (2) Given the product [CH2:1]([O:8][CH2:9][CH2:10][CH2:11][O:12][C:13]1[CH:18]=[CH:17][C:16]([CH:19]2[CH2:24][CH2:23][N:22]([C:25]([O:27][C:28]([CH3:29])([CH3:31])[CH3:30])=[O:26])[CH2:21][CH:20]2[O:32][CH2:35][C:36]2[CH:45]=[C:44]3[C:39]([CH:40]=[CH:41][CH:42]=[N:43]3)=[CH:38][CH:37]=2)=[CH:15][CH:14]=1)[C:2]1[CH:3]=[CH:4][CH:5]=[CH:6][CH:7]=1, predict the reactants needed to synthesize it. The reactants are: [CH2:1]([O:8][CH2:9][CH2:10][CH2:11][O:12][C:13]1[CH:18]=[CH:17][C:16]([CH:19]2[CH2:24][CH2:23][N:22]([C:25]([O:27][C:28]([CH3:31])([CH3:30])[CH3:29])=[O:26])[CH2:21][CH:20]2[OH:32])=[CH:15][CH:14]=1)[C:2]1[CH:7]=[CH:6][CH:5]=[CH:4][CH:3]=1.Br.Br[CH2:35][C:36]1[CH:45]=[C:44]2[C:39]([CH:40]=[CH:41][CH:42]=[N:43]2)=[CH:38][CH:37]=1. (3) Given the product [Cl:1][C:2]1[CH:3]=[CH:4][C:5]([C:8]2([CH:12]([NH:17][CH2:19][C:18]([O:22][CH2:23][CH3:24])=[O:21])[CH2:13][CH:14]([CH3:15])[CH3:16])[CH2:11][CH2:10][CH2:9]2)=[CH:6][CH:7]=1, predict the reactants needed to synthesize it. The reactants are: [Cl:1][C:2]1[CH:7]=[CH:6][C:5]([C:8]2([CH:12]([NH2:17])[CH2:13][CH:14]([CH3:16])[CH3:15])[CH2:11][CH2:10][CH2:9]2)=[CH:4][CH:3]=1.[C:18]([O:22][CH2:23][CH3:24])(=[O:21])[CH:19]=O.C(O[BH-](OC(=O)C)OC(=O)C)(=O)C.[Na+].C(=O)(O)[O-].[Na+]. (4) Given the product [CH:1]1([CH2:8][CH2:9][NH:10][C:11](=[O:42])[C@H:12]([CH3:41])[C@H:13]([C@@H:16]2[CH2:20][CH2:19][CH2:18][N:17]2[C:21](=[O:40])[CH2:22][C@@H:23]([O:38][CH3:39])[C@@H:24]([N:29]([CH3:37])[C:30](=[O:36])[C@@H:31]([NH:32][C:56]([C@:51]2([CH3:59])[CH2:52][CH2:53][CH2:54][CH2:55][N:50]2[C:48]([O:47][C:43]([CH3:46])([CH3:45])[CH3:44])=[O:49])=[O:57])[CH:33]([CH3:34])[CH3:35])[C@@H:25]([CH3:28])[CH2:26][CH3:27])[O:14][CH3:15])[CH:7]=[CH:6][CH:5]=[CH:4][CH:3]=[CH:2]1, predict the reactants needed to synthesize it. The reactants are: [CH:1]1([CH2:8][CH2:9][NH:10][C:11](=[O:42])[C@H:12]([CH3:41])[C@H:13]([C@@H:16]2[CH2:20][CH2:19][CH2:18][N:17]2[C:21](=[O:40])[CH2:22][C@@H:23]([O:38][CH3:39])[C@@H:24]([N:29]([CH3:37])[C:30](=[O:36])[C@H:31]([CH:33]([CH3:35])[CH3:34])[NH2:32])[C@@H:25]([CH3:28])[CH2:26][CH3:27])[O:14][CH3:15])[CH:7]=[CH:6][CH:5]=[CH:4][CH:3]=[CH:2]1.[C:43]([O:47][C:48]([N:50]1[CH2:55][CH2:54][CH2:53][CH2:52][C@@:51]1([CH3:59])[C:56](O)=[O:57])=[O:49])([CH3:46])([CH3:45])[CH3:44].CN(C(ON1N=NC2C=CC=NC1=2)=[N+](C)C)C.F[P-](F)(F)(F)(F)F.C(N(CC)C(C)C)(C)C. (5) Given the product [CH:16]1([CH2:15][NH:10][C:8]2[S:9][C:5]3[CH:4]=[C:3]([O:12][CH3:13])[C:2]([F:1])=[CH:11][C:6]=3[N:7]=2)[CH2:21][CH2:20][CH2:19][CH2:18][CH2:17]1, predict the reactants needed to synthesize it. The reactants are: [F:1][C:2]1[C:3]([O:12][CH3:13])=[CH:4][C:5]2[S:9][C:8]([NH2:10])=[N:7][C:6]=2[CH:11]=1.Br[CH2:15][CH:16]1[CH2:21][CH2:20][CH2:19][CH2:18][CH2:17]1.C(=O)([O-])[O-].[K+].[K+]. (6) Given the product [CH2:22]([NH:29][C:6]1[CH:5]=[C:4]([CH:1]2[CH2:3][CH2:2]2)[N:9]=[C:8]([Cl:10])[C:7]=1[N+:11]([O-:13])=[O:12])[C:23]1[CH:28]=[CH:27][CH:26]=[CH:25][CH:24]=1, predict the reactants needed to synthesize it. The reactants are: [CH:1]1([C:4]2[N:9]=[C:8]([Cl:10])[C:7]([N+:11]([O-:13])=[O:12])=[C:6](Cl)[CH:5]=2)[CH2:3][CH2:2]1.C(N(CC)CC)C.[CH2:22]([NH2:29])[C:23]1[CH:28]=[CH:27][CH:26]=[CH:25][CH:24]=1. (7) Given the product [F:40][C:41]([F:46])([F:45])[C:42]([OH:44])=[O:43].[CH:1]1([C:4]([O:6][CH2:7][CH2:8][C:9]2[CH:10]=[CH:11][C:12]([CH:15]3[CH2:20][CH2:19][NH:18][CH2:17][CH:16]3[O:28][CH2:29][C:30]3[CH:39]=[CH:38][C:37]4[C:32](=[CH:33][CH:34]=[CH:35][CH:36]=4)[CH:31]=3)=[CH:13][CH:14]=2)=[O:5])[CH2:3][CH2:2]1, predict the reactants needed to synthesize it. The reactants are: [CH:1]1([C:4]([O:6][CH2:7][CH2:8][C:9]2[CH:14]=[CH:13][C:12]([CH:15]3[CH2:20][CH2:19][N:18](C(OC(C)(C)C)=O)[CH2:17][CH:16]3[O:28][CH2:29][C:30]3[CH:39]=[CH:38][C:37]4[C:32](=[CH:33][CH:34]=[CH:35][CH:36]=4)[CH:31]=3)=[CH:11][CH:10]=2)=[O:5])[CH2:3][CH2:2]1.[F:40][C:41]([F:46])([F:45])[C:42]([OH:44])=[O:43]. (8) Given the product [F:22][C:23]([C:26]1[CH:30]=[C:29]([NH:31][C:32]([NH:1][C:2]2[CH:21]=[CH:20][CH:19]=[C:4]([O:5][C:6]3[C:15]4[C:10](=[CH:11][C:12]([OH:18])=[C:13]([O:16][CH3:17])[CH:14]=4)[N:9]=[CH:8][N:7]=3)[CH:3]=2)=[O:33])[O:28][N:27]=1)([CH3:24])[CH3:25], predict the reactants needed to synthesize it. The reactants are: [NH2:1][C:2]1[CH:3]=[C:4]([CH:19]=[CH:20][CH:21]=1)[O:5][C:6]1[C:15]2[C:10](=[CH:11][C:12]([OH:18])=[C:13]([O:16][CH3:17])[CH:14]=2)[N:9]=[CH:8][N:7]=1.[F:22][C:23]([C:26]1[CH:30]=[C:29]([NH:31][C:32](=O)[O:33]C2C=CC(Cl)=CC=2)[O:28][N:27]=1)([CH3:25])[CH3:24].